This data is from Catalyst prediction with 721,799 reactions and 888 catalyst types from USPTO. The task is: Predict which catalyst facilitates the given reaction. (1) Reactant: [NH:1]1[CH2:6][CH2:5][CH2:4][C@H:3]([C:7]2[CH:8]=[CH:9][C:10]([CH3:18])=[C:11]([CH:17]=2)[C:12]([O:14][CH2:15][CH3:16])=[O:13])[CH2:2]1.C(O)(=O)[C@H]([C@@H](C(O)=O)O)O.CN(C)CCCN=C=NCC.[CH3:40][C:41]1[N:42]=[C:43]([C:49]2[CH:54]=[CH:53][C:52]([C:55]([F:58])([F:57])[F:56])=[CH:51][CH:50]=2)[S:44][C:45]=1[C:46](O)=[O:47]. Product: [CH2:15]([O:14][C:12](=[O:13])[C:11]1[CH:17]=[C:7]([C@H:3]2[CH2:4][CH2:5][CH2:6][N:1]([C:46]([C:45]3[S:44][C:43]([C:49]4[CH:50]=[CH:51][C:52]([C:55]([F:58])([F:56])[F:57])=[CH:53][CH:54]=4)=[N:42][C:41]=3[CH3:40])=[O:47])[CH2:2]2)[CH:8]=[CH:9][C:10]=1[CH3:18])[CH3:16]. The catalyst class is: 698. (2) Reactant: [CH:1]1([CH2:6][C@@H:7]([C:20]([NH:22][NH:23][C:24]2[C:29]([F:30])=[C:28]([NH:31][CH2:32][C:33]3[CH:38]=[CH:37][CH:36]=[CH:35][N:34]=3)[N:27]=[C:26]([CH3:39])[N:25]=2)=[O:21])[CH2:8][N:9]([O:12]CC2C=CC=CC=2)[CH:10]=[O:11])[CH2:5][CH2:4][CH2:3][CH2:2]1. Product: [CH:1]1([CH2:6][C@@H:7]([C:20]([NH:22][NH:23][C:24]2[C:29]([F:30])=[C:28]([NH:31][CH2:32][C:33]3[CH:38]=[CH:37][CH:36]=[CH:35][N:34]=3)[N:27]=[C:26]([CH3:39])[N:25]=2)=[O:21])[CH2:8][N:9]([OH:12])[CH:10]=[O:11])[CH2:5][CH2:4][CH2:3][CH2:2]1. The catalyst class is: 5. (3) Reactant: C(NC(C1C2C(=CC=C(F)C=2)N=C([C@@H](NC(=O)OC(C)(C)C)C)C=1C1C=CC=CC=1)=O)C.Cl.O1CCOCC1.[NH2:40][C@H:41]([C:43]1[C:52]([C:53]2[CH:58]=[CH:57][CH:56]=[CH:55][CH:54]=2)=[C:51]([C:59]([NH:61][CH2:62][CH3:63])=[O:60])[C:50]2[C:45](=[CH:46][CH:47]=[C:48]([F:64])[CH:49]=2)[N:44]=1)[CH3:42].[NH2:65][C:66]1[C:71]([C:72]#[N:73])=[C:70](Cl)[N:69]=[CH:68][N:67]=1.CCN(C(C)C)C(C)C. Product: [NH2:65][C:66]1[N:67]=[CH:68][N:69]=[C:70]([NH:40][C@H:41]([C:43]2[C:52]([C:53]3[CH:58]=[CH:57][CH:56]=[CH:55][CH:54]=3)=[C:51]([C:59]([NH:61][CH2:62][CH3:63])=[O:60])[C:50]3[C:45](=[CH:46][CH:47]=[C:48]([F:64])[CH:49]=3)[N:44]=2)[CH3:42])[C:71]=1[C:72]#[N:73]. The catalyst class is: 3. (4) Reactant: [NH2:1][C:2]1[C:7]([CH3:8])=[CH:6][N:5]=[C:4]([NH:9][C@@H:10]2[CH2:15][CH2:14][C@H:13]([NH:16][C:17](=[O:26])[C:18]3[CH:23]=[CH:22][C:21]([F:24])=[C:20]([Cl:25])[CH:19]=3)[CH2:12][CH2:11]2)[CH:3]=1.Cl. Product: [ClH:25].[NH2:1][C:2]1[C:7]([CH3:8])=[CH:6][N:5]=[C:4]([NH:9][C@@H:10]2[CH2:15][CH2:14][C@H:13]([NH:16][C:17](=[O:26])[C:18]3[CH:23]=[CH:22][C:21]([F:24])=[C:20]([Cl:25])[CH:19]=3)[CH2:12][CH2:11]2)[CH:3]=1. The catalyst class is: 25. (5) Reactant: [SH:1][C:2]1[N:6]([CH2:7][C:8]([O:10][C:11]([CH3:14])([CH3:13])[CH3:12])=[O:9])[C:5]2[CH:15]=[CH:16][CH:17]=[CH:18][C:4]=2[N:3]=1.C1CCN2C(=NCCC2)CC1.[C:30]([O:34][C:35](=[O:40])[NH:36][CH2:37][CH2:38]Br)([CH3:33])([CH3:32])[CH3:31]. Product: [C:11]([O:10][C:8](=[O:9])[CH2:7][N:6]1[C:5]2[CH:15]=[CH:16][CH:17]=[CH:18][C:4]=2[N:3]=[C:2]1[S:1][CH2:38][CH2:37][NH:36][C:35]([O:34][C:30]([CH3:33])([CH3:32])[CH3:31])=[O:40])([CH3:13])([CH3:14])[CH3:12]. The catalyst class is: 1. (6) Reactant: [CH3:1][O:2][C:3](=[O:20])[CH2:4][CH2:5][C:6]1[CH:11]=[CH:10][C:9]([O:12][CH2:13][CH2:14][CH2:15][CH:16]([OH:18])[CH3:17])=[CH:8][C:7]=1[CH3:19].[CH3:21][S:22](Cl)(=[O:24])=[O:23]. Product: [CH3:1][O:2][C:3](=[O:20])[CH2:4][CH2:5][C:6]1[CH:11]=[CH:10][C:9]([O:12][CH2:13][CH2:14][CH2:15][CH:16]([O:18][S:22]([CH3:21])(=[O:24])=[O:23])[CH3:17])=[CH:8][C:7]=1[CH3:19]. The catalyst class is: 2. (7) Reactant: [C:1]([O:6][Si:7]([CH3:10])([CH3:9])[CH3:8])(=[O:5])/[CH:2]=[CH:3]/[CH3:4].C1C(=O)N([Br:18])C(=O)C1. Product: [Br:18][CH2:4]/[CH:3]=[CH:2]/[C:1]([O:6][Si:7]([CH3:10])([CH3:9])[CH3:8])=[O:5]. The catalyst class is: 53.